Dataset: Full USPTO retrosynthesis dataset with 1.9M reactions from patents (1976-2016). Task: Predict the reactants needed to synthesize the given product. (1) Given the product [CH3:36][C:3]1[C:2]([N:8]2[CH2:12][CH2:11][C@H:10]([C:13]([NH:15][C:16]3[CH:17]=[CH:18][C:19]([CH:22]4[CH2:23][CH2:24][N:25]([C:28]([O:30][C:31]([CH3:34])([CH3:33])[CH3:32])=[O:29])[CH2:26][CH2:27]4)=[CH:20][CH:21]=3)=[O:14])[CH2:9]2)=[CH:7][CH:6]=[CH:5][N:4]=1, predict the reactants needed to synthesize it. The reactants are: Br[C:2]1[CH:3]=[N:4][CH:5]=[CH:6][CH:7]=1.[NH:8]1[CH2:12][CH2:11][C@H:10]([C:13]([NH:15][C:16]2[CH:21]=[CH:20][C:19]([CH:22]3[CH2:27][CH2:26][N:25]([C:28]([O:30][C:31]([CH3:34])([CH3:33])[CH3:32])=[O:29])[CH2:24][CH2:23]3)=[CH:18][CH:17]=2)=[O:14])[CH2:9]1.N1CC(C(NC2C=CC(OC3CCN(C(OC(C)(C)C)=O)CC3)=CC=2)=O)[CH2:36]1. (2) Given the product [CH2:1]([C:3]1[C:7]([CH:8]=[C:12]([CH2:11][C:10](=[O:19])[CH3:22])[C:13]([O:15][CH2:16][CH3:17])=[O:14])=[CH:6][NH:5][N:4]=1)[CH3:2], predict the reactants needed to synthesize it. The reactants are: [CH2:1]([C:3]1[C:7]([CH:8]=O)=[CH:6][NH:5][N:4]=1)[CH3:2].[C:10]([O:19]CC)(=O)[CH2:11][CH2:12][C:13]([O:15][CH2:16][CH3:17])=[O:14].[CH3:22]C([O-])(C)C.[K+]. (3) Given the product [CH:39]1([O:44][C:45](=[O:58])[CH:46]([NH:50][C:51]([O:53][C:54]([CH3:57])([CH3:56])[CH3:55])=[O:52])[CH2:47][CH2:48][O:27][C:21]2[CH:20]=[C:19]3[C:24]([C:15]([O:14][C:13]4[CH:31]=[CH:32][C:10]([NH:9][C:1](=[O:8])[C:2]5[CH:3]=[CH:4][CH:5]=[CH:6][CH:7]=5)=[CH:11][CH:12]=4)=[C:16]([CH:28]4[CH2:30][CH2:29]4)[CH:17]=[N:18]3)=[CH:23][C:22]=2[O:25][CH3:26])[CH2:40][CH2:41][CH2:42][CH2:43]1, predict the reactants needed to synthesize it. The reactants are: [C:1]([NH:9][C:10]1[CH:32]=[CH:31][C:13]([O:14][C:15]2[C:24]3[C:19](=[CH:20][C:21]([OH:27])=[C:22]([O:25][CH3:26])[CH:23]=3)[N:18]=[CH:17][C:16]=2[CH:28]2[CH2:30][CH2:29]2)=[CH:12][CH:11]=1)(=[O:8])[C:2]1[CH:7]=[CH:6][CH:5]=[CH:4][CH:3]=1.C([O-])([O-])=O.[K+].[K+].[CH:39]1([O:44][C:45](=[O:58])[C@@H:46]([NH:50][C:51]([O:53][C:54]([CH3:57])([CH3:56])[CH3:55])=[O:52])[CH2:47][CH2:48]Br)[CH2:43][CH2:42][CH2:41][CH2:40]1. (4) Given the product [CH3:36][N:37]([CH3:38])[C:30](=[O:31])[C:29]1[CH:33]=[CH:34][CH:35]=[C:27]([CH2:26][N:3]2[CH:4]=[C:5]([C:8]3[O:12][N:11]=[C:10]([C:13]4[CH:18]=[CH:17][C:16]([C:19]([CH3:25])([CH3:24])[C:20]([F:21])([F:22])[F:23])=[CH:15][CH:14]=4)[N:9]=3)[CH:6]=[CH:7][C:2]2=[O:1])[CH:28]=1, predict the reactants needed to synthesize it. The reactants are: [O:1]=[C:2]1[CH:7]=[CH:6][C:5]([C:8]2[O:12][N:11]=[C:10]([C:13]3[CH:18]=[CH:17][C:16]([C:19]([CH3:25])([CH3:24])[C:20]([F:23])([F:22])[F:21])=[CH:15][CH:14]=3)[N:9]=2)=[CH:4][N:3]1[CH2:26][C:27]1[CH:28]=[C:29]([CH:33]=[CH:34][CH:35]=1)[C:30](Cl)=[O:31].[CH3:36][NH:37][CH3:38].